The task is: Predict the reactants needed to synthesize the given product.. This data is from Full USPTO retrosynthesis dataset with 1.9M reactions from patents (1976-2016). (1) Given the product [Cl:26][C:27]1[CH:28]=[CH:29][C:30]([O:31][P:32]([NH:46][C@@H:47]([CH3:56])[C:48]([O:50][CH:51]([CH2:52][CH3:53])[CH2:54][CH3:55])=[O:49])([O:10][CH2:9][C@@H:6]2[C@@H:7]([OH:8])[C@@:3]([C:1]#[CH:2])([OH:19])[C@H:4]([N:11]3[CH:16]=[CH:15][C:14](=[O:17])[NH:13][C:12]3=[O:18])[O:5]2)=[O:33])=[CH:57][CH:58]=1, predict the reactants needed to synthesize it. The reactants are: [C:1]([C@@:3]1([OH:19])[C@H:7]([OH:8])[C@@H:6]([CH2:9][OH:10])[O:5][C@H:4]1[N:11]1[CH:16]=[CH:15][C:14](=[O:17])[NH:13][C:12]1=[O:18])#[CH:2].C([Mg]Cl)(C)(C)C.[Cl:26][C:27]1[CH:58]=[CH:57][C:30]([O:31][P:32]([NH:46][C@@H:47]([CH3:56])[C:48]([O:50][CH:51]([CH2:54][CH3:55])[CH2:52][CH3:53])=[O:49])(OC2C(F)=C(F)C(F)=C(F)C=2F)=[O:33])=[CH:29][CH:28]=1. (2) Given the product [CH3:16][O:17][C:18](=[O:29])[CH:19]([NH:20][C:10]1[CH:11]=[CH:12][CH:13]=[CH:14][C:9]=1[C:1](=[O:8])[C:2]1[CH:3]=[CH:4][CH:5]=[CH:6][CH:7]=1)[CH2:21][C:22]1[CH:27]=[CH:26][C:25]([OH:28])=[CH:24][CH:23]=1, predict the reactants needed to synthesize it. The reactants are: [C:1]([CH:9]1[CH2:14][CH2:13][CH2:12][CH2:11][C:10]1=O)(=[O:8])[C:2]1[CH:7]=[CH:6][CH:5]=[CH:4][CH:3]=1.[CH3:16][O:17][C:18](=[O:29])[C@H:19]([CH2:21][C:22]1[CH:27]=[CH:26][C:25]([OH:28])=[CH:24][CH:23]=1)[NH2:20].O.CO. (3) Given the product [Br:15][C:16]1[C:17]([N:10]2[CH2:11][CH2:12][N:7]([CH2:6][C:5]3[CH:13]=[CH:14][C:2]([F:1])=[CH:3][CH:4]=3)[CH2:8][CH2:9]2)=[C:18]([N+:23]([O-:25])=[O:24])[C:19]([NH2:22])=[N:20][CH:21]=1, predict the reactants needed to synthesize it. The reactants are: [F:1][C:2]1[CH:14]=[CH:13][C:5]([CH2:6][N:7]2[CH2:12][CH2:11][NH:10][CH2:9][CH2:8]2)=[CH:4][CH:3]=1.[Br:15][C:16]1[C:17](Cl)=[C:18]([N+:23]([O-:25])=[O:24])[C:19]([NH2:22])=[N:20][CH:21]=1. (4) Given the product [N:9]1[C:8]([C:6]([OH:7])=[O:5])=[CH:16][N:11]2[CH:12]=[CH:13][CH:14]=[CH:15][C:10]=12, predict the reactants needed to synthesize it. The reactants are: [OH-].[Na+].C([O:5][C:6]([C:8]1[N:9]=[C:10]2[CH:15]=[CH:14][CH:13]=[CH:12][N:11]2[CH:16]=1)=[O:7])C. (5) Given the product [F:1][C:2]1[CH:3]=[C:4]([C@:15]([NH:23][C:39](=[O:40])[O:41][C:42]([CH3:44])=[CH2:43])([C:24]2[CH:29]=[CH:28][C:27]([F:30])=[CH:26][CH:25]=2)[CH2:16][C:17]2[CH:22]=[CH:21][CH:20]=[CH:19][CH:18]=2)[CH:5]=[C:6]([O:8][C:9]([F:14])([F:13])[CH:10]([F:12])[F:11])[CH:7]=1, predict the reactants needed to synthesize it. The reactants are: [F:1][C:2]1[CH:3]=[C:4]([C@@:15]([C:24]2[CH:29]=[CH:28][C:27]([F:30])=[CH:26][CH:25]=2)([NH2:23])[CH2:16][C:17]2[CH:22]=[CH:21][CH:20]=[CH:19][CH:18]=2)[CH:5]=[C:6]([O:8][C:9]([F:14])([F:13])[CH:10]([F:12])[F:11])[CH:7]=1.O.C([O-])([O-])=O.[K+].[K+].Cl[C:39]([O:41][C:42]([CH3:44])=[CH2:43])=[O:40]. (6) The reactants are: CS([C:4]1[N:9]=[CH:8][C:7]2=[CH:10][CH:11]=[C:12]([C:13]3[CH:18]=[CH:17][CH:16]=[CH:15][C:14]=3[N:19]([CH3:24])[S:20]([CH3:23])(=[O:22])=[O:21])[N:6]2[N:5]=1)=O.CS(O)(=O)=O.[CH3:30][O:31][C:32]1[CH:40]=[C:39]2[C:35]([CH2:36][N:37]([CH3:41])[CH2:38]2)=[CH:34][C:33]=1[NH2:42]. Given the product [CH3:30][O:31][C:32]1[CH:40]=[C:39]2[C:35]([CH2:36][N:37]([CH3:41])[CH2:38]2)=[CH:34][C:33]=1[NH:42][C:4]1[N:9]=[CH:8][C:7]2=[CH:10][CH:11]=[C:12]([C:13]3[CH:18]=[CH:17][CH:16]=[CH:15][C:14]=3[N:19]([CH3:24])[S:20]([CH3:23])(=[O:22])=[O:21])[N:6]2[N:5]=1, predict the reactants needed to synthesize it.